Dataset: Catalyst prediction with 721,799 reactions and 888 catalyst types from USPTO. Task: Predict which catalyst facilitates the given reaction. (1) Reactant: [Br:1][C:2]1[C:11]([OH:12])=[CH:10][CH:9]=[C:8]2[C:3]=1[CH:4]=[CH:5][C:6]([CH2:13][NH:14][C:15]([C:17]1[C:21]3[CH:22]=[CH:23][CH:24]=[CH:25][C:20]=3[O:19][C:18]=1[CH2:26][CH2:27][CH2:28][CH3:29])=[O:16])=[CH:7]2.Br[CH2:31][C:32]#[N:33].C(=O)([O-])[O-].[K+].[K+]. Product: [Br:1][C:2]1[C:11]([O:12][CH2:31][C:32]#[N:33])=[CH:10][CH:9]=[C:8]2[C:3]=1[CH:4]=[CH:5][C:6]([CH2:13][NH:14][C:15]([C:17]1[C:21]3[CH:22]=[CH:23][CH:24]=[CH:25][C:20]=3[O:19][C:18]=1[CH2:26][CH2:27][CH2:28][CH3:29])=[O:16])=[CH:7]2. The catalyst class is: 39. (2) Reactant: [O:1]=[C:2]1[N:10]([CH2:11][CH2:12][CH3:13])[C:9]2[N:8]=[C:7]([C:14]34[CH2:21][CH2:20][C:17]([C:22](O)=[O:23])([CH2:18][CH2:19]3)[CH2:16][CH2:15]4)[NH:6][C:5]=2[C:4](=[O:25])[N:3]1[CH2:26][CH2:27][CH3:28]. Product: [OH:23][CH2:22][C:17]12[CH2:18][CH2:19][C:14]([C:7]3[NH:6][C:5]4[C:4](=[O:25])[N:3]([CH2:26][CH2:27][CH3:28])[C:2](=[O:1])[N:10]([CH2:11][CH2:12][CH3:13])[C:9]=4[N:8]=3)([CH2:21][CH2:20]1)[CH2:15][CH2:16]2. The catalyst class is: 1. (3) Reactant: [F:1][C:2]([F:43])([F:42])[C:3]1[CH:4]=[C:5]([CH:35]=[C:36]([C:38]([F:41])([F:40])[F:39])[CH:37]=1)[CH2:6][N:7]([CH2:14][C:15]1[CH:20]=[C:19]([C:21]([F:24])([F:23])[F:22])[C:18]([CH3:25])=[CH:17][C:16]=1[C:26]([CH:29]1[CH2:34][CH2:33][CH2:32][CH2:31][CH2:30]1)([OH:28])[CH3:27])[C:8]1[N:9]=[N:10][N:11]([CH3:13])[N:12]=1.[H-].[Na+].[CH3:46]I.O. Product: [CH:29]1([C:26]([C:16]2[CH:17]=[C:18]([CH3:25])[C:19]([C:21]([F:24])([F:23])[F:22])=[CH:20][C:15]=2[CH2:14][N:7]([CH2:6][C:5]2[CH:35]=[C:36]([C:38]([F:39])([F:40])[F:41])[CH:37]=[C:3]([C:2]([F:1])([F:42])[F:43])[CH:4]=2)[C:8]2[N:9]=[N:10][N:11]([CH3:13])[N:12]=2)([O:28][CH3:46])[CH3:27])[CH2:34][CH2:33][CH2:32][CH2:31][CH2:30]1. The catalyst class is: 1. (4) Reactant: I[C:2]1[CH:3]=[C:4]([CH:10]=[CH:11][CH:12]=1)[C:5]([O:7][CH2:8][CH3:9])=[O:6].C([Sn](CCCC)(CCCC)[C:18]1[S:22][CH:21]=[N:20][CH:19]=1)CCC.O.CCOC(C)=O. Product: [S:22]1[C:18]([C:2]2[CH:3]=[C:4]([CH:10]=[CH:11][CH:12]=2)[C:5]([O:7][CH2:8][CH3:9])=[O:6])=[CH:19][N:20]=[CH:21]1. The catalyst class is: 516. (5) Reactant: [Br:1][C:2]1[CH:3]=[C:4]([NH:9][CH:10]2[CH2:15][CH2:14][N:13]([C@H:16]3[CH2:21][CH2:20][C@H:19]([O:22][CH2:23][CH2:24][CH3:25])[CH2:18][CH2:17]3)[CH2:12][CH2:11]2)[C:5]([NH2:8])=[CH:6][CH:7]=1.C(N(C(C)C)CC)(C)C.[Cl:35][C:36](Cl)([O:38]C(=O)OC(Cl)(Cl)Cl)Cl. Product: [ClH:35].[Br:1][C:2]1[CH:7]=[CH:6][C:5]2[NH:8][C:36](=[O:38])[N:9]([CH:10]3[CH2:15][CH2:14][N:13]([C@H:16]4[CH2:21][CH2:20][C@H:19]([O:22][CH2:23][CH2:24][CH3:25])[CH2:18][CH2:17]4)[CH2:12][CH2:11]3)[C:4]=2[CH:3]=1. The catalyst class is: 4. (6) Reactant: [CH3:1][O:2][C:3](=[O:11])[C:4]1[CH:9]=[CH:8][C:7]([OH:10])=[N:6][CH:5]=1.[I:12]N1C(=O)CCC1=O.S([O-])([O-])(=O)=S.[Na+].[Na+]. Product: [CH3:1][O:2][C:3](=[O:11])[C:4]1[CH:9]=[C:8]([I:12])[C:7]([OH:10])=[N:6][CH:5]=1. The catalyst class is: 18. (7) Reactant: Br[CH2:2][CH2:3][C:4]1[C:12]2[C:7](=[CH:8][CH:9]=[C:10]([F:13])[CH:11]=2)[NH:6][CH:5]=1.[NH:14]1[CH:18]=[CH:17][CH:16]=[N:15]1.C(N(C(C)C)C(C)C)C. Product: [N:14]1([CH2:2][CH2:3][C:4]2[C:12]3[C:7](=[CH:8][CH:9]=[C:10]([F:13])[CH:11]=3)[NH:6][CH:5]=2)[CH:18]=[CH:17][CH:16]=[N:15]1. The catalyst class is: 22. (8) Reactant: [CH3:1][C@@H:2]1[CH2:7][CH2:6][CH2:5][NH:4][C@@H:3]1[CH2:8][N:9]1[C:17](=[O:18])[C:16]2[C:11](=[CH:12][CH:13]=[CH:14][CH:15]=2)[C:10]1=[O:19].CCN(C(C)C)C(C)C.[F:29][C:30]1[CH:35]=[CH:34][C:33]([C:36]2[S:40][C:39]([CH3:41])=[N:38][C:37]=2[C:42](O)=[O:43])=[CH:32][CH:31]=1.CN(C(ON1N=NC2C=CC=NC1=2)=[N+](C)C)C.F[P-](F)(F)(F)(F)F. Product: [F:29][C:30]1[CH:31]=[CH:32][C:33]([C:36]2[S:40][C:39]([CH3:41])=[N:38][C:37]=2[C:42]([N:4]2[CH2:5][CH2:6][CH2:7][C@@H:2]([CH3:1])[C@H:3]2[CH2:8][N:9]2[C:17](=[O:18])[C:16]3[C:11](=[CH:12][CH:13]=[CH:14][CH:15]=3)[C:10]2=[O:19])=[O:43])=[CH:34][CH:35]=1. The catalyst class is: 3. (9) Reactant: [Si:1]([O:8][CH2:9][CH2:10][N:11]1[CH2:17][CH2:16][CH2:15][N:14](C(OCC2C=CC=CC=2)=O)[CH2:13][CH2:12]1)([C:4]([CH3:7])([CH3:6])[CH3:5])([CH3:3])[CH3:2]. The catalyst class is: 43. Product: [Si:1]([O:8][CH2:9][CH2:10][N:11]1[CH2:17][CH2:16][CH2:15][NH:14][CH2:13][CH2:12]1)([C:4]([CH3:7])([CH3:5])[CH3:6])([CH3:3])[CH3:2].